Dataset: Catalyst prediction with 721,799 reactions and 888 catalyst types from USPTO. Task: Predict which catalyst facilitates the given reaction. (1) Reactant: [N:1]1[CH:6]=[CH:5][N:4]=[CH:3][C:2]=1[C:7]1[N:15]2[C:10]([CH:11]=[CH:12][CH:13]=[CH:14]2)=[CH:9][C:8]=1[CH2:16][OH:17]. Product: [N:1]1[CH:6]=[CH:5][N:4]=[CH:3][C:2]=1[C:7]1[N:15]2[C:10]([CH:11]=[CH:12][CH:13]=[CH:14]2)=[CH:9][C:8]=1[CH:16]=[O:17]. The catalyst class is: 697. (2) Reactant: [OH:1][CH2:2][CH2:3][CH:4]1[CH2:9][CH2:8][N:7]([C:10]([O:12][C:13]([CH3:16])([CH3:15])[CH3:14])=[O:11])[CH2:6][CH2:5]1.[H-].[Na+].[CH2:19](I)[CH3:20].O. Product: [CH2:19]([O:1][CH2:2][CH2:3][CH:4]1[CH2:5][CH2:6][N:7]([C:10]([O:12][C:13]([CH3:16])([CH3:15])[CH3:14])=[O:11])[CH2:8][CH2:9]1)[CH3:20]. The catalyst class is: 1. (3) Reactant: [N:1]1[C:10]2[C:5](=[CH:6][CH:7]=[CH:8][CH:9]=2)[CH:4]=[C:3]([CH2:11]O)[CH:2]=1.S(Cl)(Cl)=O.[C-:17]#[N:18].[K+].C([O-])(O)=O.[Na+]. Product: [N:1]1[C:10]2[C:5](=[CH:6][CH:7]=[CH:8][CH:9]=2)[CH:4]=[C:3]([CH2:11][C:17]#[N:18])[CH:2]=1. The catalyst class is: 48. (4) Reactant: CC(C)([O-])C.[K+].[Br:7][C:8]1[CH:9]=[N:10][C:11](Cl)=[N:12][CH:13]=1.[CH2:15]([OH:22])[C:16]1[CH:21]=[CH:20][CH:19]=[CH:18][CH:17]=1.O. Product: [CH2:15]([O:22][C:11]1[N:10]=[CH:9][C:8]([Br:7])=[CH:13][N:12]=1)[C:16]1[CH:21]=[CH:20][CH:19]=[CH:18][CH:17]=1. The catalyst class is: 9. (5) Reactant: F[C:2]1[CH:9]=[CH:8][C:7]([C:10]([F:13])([F:12])[F:11])=[CH:6][C:3]=1[CH:4]=[O:5].[CH2:14]([NH:16][CH2:17][CH2:18][CH2:19][CH2:20][CH2:21][CH2:22][C:23]([O:25][CH2:26][CH3:27])=[O:24])[CH3:15].C(=O)([O-])[O-].[K+].[K+].O. Product: [CH2:14]([N:16]([C:2]1[CH:9]=[CH:8][C:7]([C:10]([F:13])([F:12])[F:11])=[CH:6][C:3]=1[CH:4]=[O:5])[CH2:17][CH2:18][CH2:19][CH2:20][CH2:21][CH2:22][C:23]([O:25][CH2:26][CH3:27])=[O:24])[CH3:15]. The catalyst class is: 133. (6) Reactant: [CH2:1](Br)[C:2]1[CH:7]=[CH:6][CH:5]=[CH:4][CH:3]=1.[Br:9][C:10]1[CH:11]=[C:12]2[C:17](=[CH:18][CH:19]=1)[C:16](=[O:20])[NH:15][C:14]([CH2:21][CH2:22][CH2:23][CH2:24][C:25]([O:27][CH3:28])=[O:26])=[CH:13]2.C([O-])([O-])=O.[Cs+].[Cs+]. Product: [CH2:1]([N:15]1[C:14]([CH2:21][CH2:22][CH2:23][CH2:24][C:25]([O:27][CH3:28])=[O:26])=[CH:13][C:12]2[C:17](=[CH:18][CH:19]=[C:10]([Br:9])[CH:11]=2)[C:16]1=[O:20])[C:2]1[CH:7]=[CH:6][CH:5]=[CH:4][CH:3]=1. The catalyst class is: 18. (7) Reactant: [CH3:1][N:2]([CH2:4][C@@H:5]1[CH2:10][CH2:9][CH2:8][CH2:7][C@H:6]1[C:11]1[CH:12]=[C:13]([OH:17])[CH:14]=[CH:15][CH:16]=1)[CH3:3].CC([O:21][C@@H:22]1[C@@H:27]([O:28]C(C)=O)[C@@H:26](Br)[O:25][C@H:24]([C:33]([O:35]C)=[O:34])[C@H:23]1[O:37]C(C)=O)=O.[OH-].[Li+]. Product: [CH3:3][N:2]([CH2:4][C@@H:5]1[CH2:10][CH2:9][CH2:8][CH2:7][C@H:6]1[C:11]1[CH:12]=[C:13]([CH:14]=[CH:15][CH:16]=1)[O:17][CH:26]1[O:25][CH:24]([C:33]([OH:35])=[O:34])[CH:23]([OH:37])[CH:22]([OH:21])[CH:27]1[OH:28])[CH3:1]. The catalyst class is: 24.